Dataset: Reaction yield outcomes from USPTO patents with 853,638 reactions. Task: Predict the reaction yield, written as a fraction of the theoretical maximum amount of product (1.0 means a 100% yield; for example, 0.34 means a 34% yield). (1) The reactants are [Cl:1][C:2]1[CH:3]=[C:4]([CH:37]=[CH:38][C:39]=1[Cl:40])[CH2:5][NH:6][C:7]([C:9]1[N:21]=[C:20]2[N:12]([O:13][C:14]3[C:19]2=[C:18]([N:22]2[CH2:27][CH2:26][O:25][CH2:24][CH2:23]2)[CH:17]=[CH:16][CH:15]=3)[C:11](=[O:28])[C:10]=1[O:29]CC1C=CC=CC=1)=[O:8].Cl. The catalyst is ClCCl.[Fe](Cl)(Cl)Cl. The product is [Cl:1][C:2]1[CH:3]=[C:4]([CH:37]=[CH:38][C:39]=1[Cl:40])[CH2:5][NH:6][C:7]([C:9]1[N:21]=[C:20]2[N:12]([O:13][C:14]3[C:19]2=[C:18]([N:22]2[CH2:23][CH2:24][O:25][CH2:26][CH2:27]2)[CH:17]=[CH:16][CH:15]=3)[C:11](=[O:28])[C:10]=1[OH:29])=[O:8]. The yield is 0.800. (2) The reactants are [OH:1][C:2]1[CH:3]=[CH:4][C:5]2[C:9]([O:10][C:11]3[CH:16]=[CH:15][C:14](/[CH:17]=[CH:18]/[C:19]([O:21][C:22]([CH3:25])([CH3:24])[CH3:23])=[O:20])=[CH:13][CH:12]=3)=[C:8]([C:26]3[CH:31]=[CH:30][CH:29]=[CH:28][C:27]=3[CH:32]([CH3:34])[CH3:33])[S:7][C:6]=2[CH:35]=1.Cl[CH2:37][N:38]1[C:42](=[O:43])[C:41]2[CH:44]=[CH:45][CH:46]=[CH:47][C:40]=2[S:39]1(=[O:49])=[O:48].C(=O)([O-])[O-].[K+].[K+].[I-].[K+]. The catalyst is CC(C)=O. The product is [O:48]=[S:39]1(=[O:49])[C:40]2[CH:47]=[CH:46][CH:45]=[CH:44][C:41]=2[C:42](=[O:43])[N:38]1[CH2:37][O:1][C:2]1[CH:3]=[CH:4][C:5]2[C:9]([O:10][C:11]3[CH:12]=[CH:13][C:14](/[CH:17]=[CH:18]/[C:19]([O:21][C:22]([CH3:25])([CH3:24])[CH3:23])=[O:20])=[CH:15][CH:16]=3)=[C:8]([C:26]3[CH:31]=[CH:30][CH:29]=[CH:28][C:27]=3[CH:32]([CH3:33])[CH3:34])[S:7][C:6]=2[CH:35]=1. The yield is 0.710. (3) The reactants are [Cl-:1].[Cl-].[Cl-].[CH:4]1([Zr+3:9])[CH:8]=[CH:7][CH:6]=[CH:5]1.C(COC)OC.[CH3:16][Si:17]([CH3:27])([CH3:26])[O:18][CH2:19][CH2:20][C-]1C=CC=C1.[K+]. The catalyst is C1(C)C=CC=CC=1. The product is [Cl-:1].[Cl-:1].[CH3:16][Si:17]([CH3:27])([CH3:26])[O:18][CH2:19][CH2:20][C:4]1([Zr+2:9])[CH:8]=[CH:7][CH:6]=[CH:5]1. The yield is 0.270. (4) The reactants are [CH2:1](Br)[C:2]1[CH:7]=[CH:6][CH:5]=[CH:4][CH:3]=1.[OH:9][C:10]1[CH:11]=[CH:12][C:13]([CH3:16])=[N:14][CH:15]=1.C(=O)([O-])[O-].[K+].[K+].O. The catalyst is C(#N)C.C(OCC)(=O)C. The product is [CH2:1]([O:9][C:10]1[CH:11]=[CH:12][C:13]([CH3:16])=[N:14][CH:15]=1)[C:2]1[CH:7]=[CH:6][CH:5]=[CH:4][CH:3]=1. The yield is 0.230. (5) The reactants are [Br:1][C:2]1[CH:7]=[CH:6][C:5](Br)=[CH:4][N:3]=1.O.[NH2:10][NH2:11].CCCCCC. The catalyst is O1CCOCC1. The product is [Br:1][C:2]1[CH:7]=[CH:6][CH:5]=[C:4]([NH:10][NH2:11])[N:3]=1. The yield is 0.990.